From a dataset of Forward reaction prediction with 1.9M reactions from USPTO patents (1976-2016). Predict the product of the given reaction. (1) Given the reactants [CH:1]([C:3]1[N:4]=[C:5]2[C:10]([N:11]3[CH2:16][CH2:15][O:14][CH2:13][CH2:12]3)=[CH:9][CH:8]=[N:7][N:6]2[C:17]=1[C:18]1[CH:19]=[CH:20][C:21]([N:24]2[CH2:29][CH2:28][N:27]([C:30]([O:32][C:33]([CH3:36])([CH3:35])[CH3:34])=[O:31])[CH2:26][CH2:25]2)=[N:22][CH:23]=1)=O.[NH2:37][C:38]1[CH:47]=[CH:46][C:45]2[C:40](=[CH:41][CH:42]=[CH:43][CH:44]=2)[N:39]=1.CC(O)=O.[BH-](OC(C)=O)(OC(C)=O)OC(C)=O.[Na+].C([O-])(O)=O.[Na+], predict the reaction product. The product is: [O:14]1[CH2:15][CH2:16][N:11]([C:10]2[C:5]3[N:6]([C:17]([C:18]4[CH:19]=[CH:20][C:21]([N:24]5[CH2:25][CH2:26][N:27]([C:30]([O:32][C:33]([CH3:34])([CH3:36])[CH3:35])=[O:31])[CH2:28][CH2:29]5)=[N:22][CH:23]=4)=[C:3]([CH2:1][NH:37][C:38]4[CH:47]=[CH:46][C:45]5[C:40](=[CH:41][CH:42]=[CH:43][CH:44]=5)[N:39]=4)[N:4]=3)[N:7]=[CH:8][CH:9]=2)[CH2:12][CH2:13]1. (2) Given the reactants [CH3:1][C:2]1[CH:3]=[CH:4][C:5]2[N:6]([C:8]([CH2:18][C:19]([OH:21])=[O:20])=[C:9]([C:11]3[CH:16]=[CH:15][C:14]([CH3:17])=[CH:13][CH:12]=3)[N:10]=2)[CH:7]=1.[CH3:22]O, predict the reaction product. The product is: [CH3:22][O:20][C:19](=[O:21])[CH2:18][C:8]1[N:6]2[CH:7]=[C:2]([CH3:1])[CH:3]=[CH:4][C:5]2=[N:10][C:9]=1[C:11]1[CH:16]=[CH:15][C:14]([CH3:17])=[CH:13][CH:12]=1. (3) Given the reactants Br[C:2]1[CH:7]=[CH:6][C:5]([C:8]2[CH2:12][CH:11]([CH2:13][NH:14][C:15]([C:17]3[S:18][C:19]([Cl:22])=[CH:20][CH:21]=3)=[O:16])[O:10][N:9]=2)=[CH:4][CH:3]=1.[NH2:23][C:24]1[CH:29]=[CH:28][CH:27]=[CH:26][CH:25]=1.C([O-])([O-])=O.[Cs+].[Cs+].CC1(C)C2C(=C(P(C3C=CC=CC=3)C3C=CC=CC=3)C=CC=2)OC2C(P(C3C=CC=CC=3)C3C=CC=CC=3)=CC=CC1=2, predict the reaction product. The product is: [C:24]1([NH:23][C:2]2[CH:7]=[CH:6][C:5]([C:8]3[CH2:12][CH:11]([CH2:13][NH:14][C:15]([C:17]4[S:18][C:19]([Cl:22])=[CH:20][CH:21]=4)=[O:16])[O:10][N:9]=3)=[CH:4][CH:3]=2)[CH:29]=[CH:28][CH:27]=[CH:26][CH:25]=1. (4) Given the reactants [F:1][C:2]1[CH:3]=[C:4]([N:8]2[C:12]([CH3:13])=[C:11]([CH:14]([NH2:16])[CH3:15])[CH:10]=[N:9]2)[CH:5]=[CH:6][CH:7]=1.[S:17]1[CH:21]=[CH:20][N:19]=[C:18]1[N:22]1[CH:26]=[CH:25][CH:24]=[C:23]1[CH:27]=O.[BH4-].[Na+].[C:31]([OH:36])(=[O:35])[C:32]([OH:34])=[O:33], predict the reaction product. The product is: [C:31]([OH:36])(=[O:35])[C:32]([OH:34])=[O:33].[F:1][C:2]1[CH:3]=[C:4]([N:8]2[C:12]([CH3:13])=[C:11]([CH:14]([NH:16][CH2:27][C:23]3[N:22]([C:18]4[S:17][CH:21]=[CH:20][N:19]=4)[CH:26]=[CH:25][CH:24]=3)[CH3:15])[CH:10]=[N:9]2)[CH:5]=[CH:6][CH:7]=1.